Dataset: Full USPTO retrosynthesis dataset with 1.9M reactions from patents (1976-2016). Task: Predict the reactants needed to synthesize the given product. (1) Given the product [CH3:45][O:44][C:37]1[CH:38]=[C:39]([O:42][CH3:43])[CH:40]=[CH:41][C:36]=1[NH:33][C:34]([NH:1][C:2]1[C:3]([C:12]([NH:14][C@@H:15]([CH:20]2[CH2:25][CH2:24][CH2:23][CH2:22][CH2:21]2)[C:16]([O:18][CH3:19])=[O:17])=[O:13])=[CH:4][C:5]2[C:10]([CH:11]=1)=[CH:9][CH:8]=[CH:7][CH:6]=2)=[O:35], predict the reactants needed to synthesize it. The reactants are: [NH2:1][C:2]1[C:3]([C:12]([NH:14][C@@H:15]([CH:20]2[CH2:25][CH2:24][CH2:23][CH2:22][CH2:21]2)[C:16]([O:18][CH3:19])=[O:17])=[O:13])=[CH:4][C:5]2[C:10]([CH:11]=1)=[CH:9][CH:8]=[CH:7][CH:6]=2.C(N(CC)CC)C.[N:33]([C:36]1[CH:41]=[CH:40][C:39]([O:42][CH3:43])=[CH:38][C:37]=1[O:44][CH3:45])=[C:34]=[O:35]. (2) Given the product [Cl:1][C:2]1[CH:3]=[C:4]2[C:8](=[CH:9][CH:10]=1)[C@@H:7]([NH2:11])[C@@H:6]([O:22][CH3:23])[CH2:5]2, predict the reactants needed to synthesize it. The reactants are: [Cl:1][C:2]1[CH:3]=[C:4]2[C:8](=[CH:9][CH:10]=1)[C@@H:7]([N:11]1C(=O)C3C(=CC=CC=3)C1=O)[C@@H:6]([O:22][CH3:23])[CH2:5]2.C(O)C.NN. (3) The reactants are: C1(C)C=CC(S(O)(=O)=[O:8])=CC=1.C1(C)C=CC(S(O)(=O)=O)=CC=1.[OH:23][CH2:24][CH:25]([CH2:27][OH:28])[OH:26].[C:29]1(=[O:35])[O:34][C:32](=[O:33])[CH:31]=[CH:30]1. Given the product [OH:23][CH2:24][CH:25]([CH2:27][OH:28])[OH:26].[C:29]([O-:34])(=[O:35])/[CH:30]=[CH:31]\[C:32]([O-:8])=[O:33], predict the reactants needed to synthesize it. (4) Given the product [CH2:28]([O:27][CH2:26][C@@H:25]([O:20][C:14]1[CH:15]=[C:16]([F:19])[CH:17]=[CH:18][C:13]=1[NH:12][C:6]1[C:5]2[C:10](=[CH:11][C:2]([Br:1])=[CH:3][C:4]=2[CH3:21])[N:9]=[CH:8][N:7]=1)[C:24]([O:23][CH3:22])=[O:36])[C:29]1[CH:34]=[CH:33][CH:32]=[CH:31][CH:30]=1, predict the reactants needed to synthesize it. The reactants are: [Br:1][C:2]1[CH:11]=[C:10]2[C:5]([C:6]([NH:12][C:13]3[CH:18]=[CH:17][C:16]([F:19])=[CH:15][C:14]=3[OH:20])=[N:7][CH:8]=[N:9]2)=[C:4]([CH3:21])[CH:3]=1.[CH3:22][O:23][C:24](=[O:36])[C@@H:25](O)[CH2:26][O:27][CH2:28][C:29]1[CH:34]=[CH:33][CH:32]=[CH:31][CH:30]=1. (5) Given the product [ClH:19].[Cl:19][C:20]1[C:24]([CH3:25])=[N:16][C:13]2[N:12]([N:11]=[C:10]3[C:9]([CH3:17])([CH3:18])[NH:8][CH2:15][C:14]3=2)[C:21]=1[CH3:22], predict the reactants needed to synthesize it. The reactants are: C(OC([N:8]1[CH2:15][C:14]2[C:13]([NH2:16])=[N:12][NH:11][C:10]=2[C:9]1([CH3:18])[CH3:17])=O)(C)(C)C.[Cl:19][CH:20]([C:24](=O)[CH3:25])[C:21](=O)[CH3:22].Cl. (6) The reactants are: [Cl:1][C:2]1[CH:3]=[C:4]([C:8](=[O:18])[CH:9]=[CH:10][C:11]2[CH:16]=[CH:15][C:14]([Cl:17])=[CH:13][CH:12]=2)[CH:5]=[CH:6][CH:7]=1.[NH4+].[Cl-]. Given the product [Cl:1][C:2]1[CH:3]=[C:4]([C:8](=[O:18])[CH2:9][CH2:10][C:11]2[CH:12]=[CH:13][C:14]([Cl:17])=[CH:15][CH:16]=2)[CH:5]=[CH:6][CH:7]=1, predict the reactants needed to synthesize it. (7) Given the product [O:50]1[CH2:54][CH2:53][CH:52]([CH2:55][NH:56][C:14]([C:11]2[CH:10]=[C:9]([CH2:8][O:7][CH2:6][C:5]3[CH:17]=[CH:18][C:19]4[O:20][CH2:1][O:2][C:3]=4[CH:4]=3)[O:13][N:12]=2)=[O:16])[CH2:51]1, predict the reactants needed to synthesize it. The reactants are: [CH2:1]1[O:20][C:19]2[CH:18]=[CH:17][C:5]([CH2:6][O:7][CH2:8][C:9]3[O:13][N:12]=[C:11]([C:14]([OH:16])=O)[CH:10]=3)=[CH:4][C:3]=2[O:2]1.C(N(CC)CC)C.Cl.C(N=C=NCCCN(C)C)C.ON1C2C=CC=CC=2N=N1.[O:50]1[CH2:54][CH2:53][CH:52]([CH2:55][NH2:56])[CH2:51]1. (8) Given the product [F:31][C:32]([F:37])([F:36])[C:33]([OH:35])=[O:34].[CH2:1]([C:3]1[C:11]2[C:6](=[CH:7][C:8]([F:12])=[CH:9][CH:10]=2)[N:5]([C:13]2[N:17]=[C:16]([CH:18]3[CH2:23][CH2:22][NH:21][CH2:20][CH2:19]3)[O:15][N:14]=2)[N:4]=1)[CH3:2], predict the reactants needed to synthesize it. The reactants are: [CH2:1]([C:3]1[C:11]2[C:6](=[CH:7][C:8]([F:12])=[CH:9][CH:10]=2)[N:5]([C:13]2[N:17]=[C:16]([CH:18]3[CH2:23][CH2:22][N:21](C(OC(C)(C)C)=O)[CH2:20][CH2:19]3)[O:15][N:14]=2)[N:4]=1)[CH3:2].[F:31][C:32]([F:37])([F:36])[C:33]([OH:35])=[O:34].